Task: Predict the reaction yield, written as a fraction of the theoretical maximum amount of product (1.0 means a 100% yield; for example, 0.34 means a 34% yield).. Dataset: Reaction yield outcomes from USPTO patents with 853,638 reactions The reactants are Cl[CH:2]([C:8]1[CH:17]=[CH:16][C:15]([O:18][CH3:19])=[C:14]2[C:9]=1[CH:10]=[CH:11][C:12](=[O:21])[N:13]2[CH3:20])[C:3]([O:5]CC)=O.[NH2:22][C:23](N)=[S:24].C([O-])(=[O:28])C.[Na+]. The catalyst is COC(O)C. The product is [CH3:19][O:18][C:15]1[CH:16]=[CH:17][C:8]([CH:2]2[S:24][C:23](=[O:28])[NH:22][C:3]2=[O:5])=[C:9]2[C:14]=1[N:13]([CH3:20])[C:12](=[O:21])[CH:11]=[CH:10]2. The yield is 0.570.